This data is from Reaction yield outcomes from USPTO patents with 853,638 reactions. The task is: Predict the reaction yield, written as a fraction of the theoretical maximum amount of product (1.0 means a 100% yield; for example, 0.34 means a 34% yield). (1) The reactants are [Br:1][C:2]1[C:7]([CH:8]=[O:9])=[C:6]([F:10])[C:5]([OH:11])=[CH:4][CH:3]=1.[CH2:12](O)[CH2:13][OH:14].C1(C)C=CC(S(O)(=O)=O)=CC=1.C(=O)(O)[O-].[Na+]. The catalyst is C1(C)C=CC=CC=1. The product is [Br:1][C:2]1[CH:3]=[CH:4][C:5]([OH:11])=[C:6]([F:10])[C:7]=1[CH:8]1[O:14][CH2:13][CH2:12][O:9]1. The yield is 0.940. (2) The reactants are C[O:2][C:3](=O)[C:4]1[CH:9]=[CH:8][C:7]([Br:10])=[CH:6][CH:5]=1.O.[NH2:13][NH2:14]. The yield is 0.670. The product is [Br:10][C:7]1[CH:8]=[CH:9][C:4]([C:3]([NH:13][NH2:14])=[O:2])=[CH:5][CH:6]=1. The catalyst is C(O)C. (3) The reactants are CCCC[N+](CCCC)(CCCC)CCCC.[F-].[CH2:19]([O:26][C:27]1[C:49]([O:50][CH3:51])=[CH:48][C:30]([C:31]([N:33]2[CH2:37][C:36](=[CH2:38])[CH2:35][C@H:34]2[CH2:39][O:40][Si](C(C)(C)C)(C)C)=[O:32])=[C:29]([N+:52]([O-:54])=[O:53])[CH:28]=1)[C:20]1[CH:25]=[CH:24][CH:23]=[CH:22][CH:21]=1.CCOC(C)=O.[NH4+].[Cl-]. The catalyst is C1COCC1.CCOCC. The product is [CH2:19]([O:26][C:27]1[C:49]([O:50][CH3:51])=[CH:48][C:30]([C:31]([N:33]2[CH2:37][C:36](=[CH2:38])[CH2:35][C@H:34]2[CH2:39][OH:40])=[O:32])=[C:29]([N+:52]([O-:54])=[O:53])[CH:28]=1)[C:20]1[CH:21]=[CH:22][CH:23]=[CH:24][CH:25]=1. The yield is 0.960. (4) The reactants are C(OC([N:8]1[CH2:13][CH2:12][N:11](C(OC(C)(C)C)=O)[CH2:10][CH:9]1[C:21]([NH:23][NH:24][C:25]1[CH:30]=[CH:29][C:28]([F:31])=[CH:27][N:26]=1)=O)=O)(C)(C)C.CCN(CC)CC.C1C=CC(P(C2C=CC=CC=2)C2C=CC=CC=2)=CC=1.ClC(Cl)(Cl)C(Cl)(Cl)Cl.C1(P(=O)(C2C=CC=CC=2)C2C=CC=CC=2)C=CC=CC=1.Cl. The catalyst is C1COCC1.O1CCOCC1.CO. The product is [F:31][C:28]1[CH:29]=[CH:30][C:25]2[N:26]([C:21]([CH:9]3[CH2:10][NH:11][CH2:12][CH2:13][NH:8]3)=[N:23][N:24]=2)[CH:27]=1. The yield is 0.230.